This data is from Full USPTO retrosynthesis dataset with 1.9M reactions from patents (1976-2016). The task is: Predict the reactants needed to synthesize the given product. (1) Given the product [C:1]([O:5][C:6](=[O:24])[NH:7][CH:8]([CH3:23])[C:9](=[O:10])[NH:11][C:12]1[N:13]=[C:14]([C:26]#[C:25][C:27]2[CH:31]=[CH:30][S:29][CH:28]=2)[C:15]2[C:20]([CH:21]=1)=[CH:19][CH:18]=[CH:17][CH:16]=2)([CH3:4])([CH3:3])[CH3:2], predict the reactants needed to synthesize it. The reactants are: [C:1]([O:5][C:6](=[O:24])[NH:7][CH:8]([CH3:23])[C:9]([NH:11][C:12]1[N:13]=[C:14](Br)[C:15]2[C:20]([CH:21]=1)=[CH:19][CH:18]=[CH:17][CH:16]=2)=[O:10])([CH3:4])([CH3:3])[CH3:2].[C:25]([C:27]1[CH:31]=[CH:30][S:29][CH:28]=1)#[CH:26].CCN(C(C)C)C(C)C. (2) Given the product [Cl:1][C:2]1[CH:3]=[CH:4][C:5]([C:6]([NH:8][CH:9]([CH2:13][C:14]2[C:23]3[C:18](=[CH:19][CH:20]=[CH:21][CH:22]=3)[NH:17][C:16](=[O:24])[CH:15]=2)[C:10]([S:11][CH2:28][CH2:29][CH:30]2[O:35][CH2:34][CH2:33][CH2:32][O:31]2)=[O:12])=[O:7])=[CH:25][CH:26]=1, predict the reactants needed to synthesize it. The reactants are: [Cl:1][C:2]1[CH:26]=[CH:25][C:5]([C:6]([NH:8][CH:9]([CH2:13][C:14]2[C:23]3[C:18](=[CH:19][CH:20]=[CH:21][CH:22]=3)[NH:17][C:16](=[O:24])[CH:15]=2)[C:10]([OH:12])=[S:11])=[O:7])=[CH:4][CH:3]=1.Br[CH2:28][CH2:29][CH:30]1[O:35][CH2:34][CH2:33][CH2:32][O:31]1. (3) The reactants are: [Cl:1][C:2]1[CH:11]=[C:10]([O:12][CH:13]([CH3:15])[CH3:14])[C:9]([I:16])=[CH:8][C:3]=1[C:4](=[NH:7])[NH:5][OH:6].[CH2:17]([C:20]1[CH:28]=[CH:27][C:23]([C:24](O)=O)=[CH:22][CH:21]=1)[CH2:18][CH3:19].ONC(=N)C1C=CC(OC(C)C)=C(I)C=1.ClC1C=C(C=CC=1OCCC)C(O)=O. Given the product [Cl:1][C:2]1[CH:11]=[C:10]([O:12][CH:13]([CH3:14])[CH3:15])[C:9]([I:16])=[CH:8][C:3]=1[C:4]1[N:7]=[C:24]([C:23]2[CH:27]=[CH:28][C:20]([CH2:17][CH2:18][CH3:19])=[CH:21][CH:22]=2)[O:6][N:5]=1, predict the reactants needed to synthesize it.